Dataset: Catalyst prediction with 721,799 reactions and 888 catalyst types from USPTO. Task: Predict which catalyst facilitates the given reaction. (1) Reactant: F[C:2]1[C:7](=[O:8])[N:6]([CH3:9])[C:5]([C:10]#[N:11])=[CH:4][CH:3]=1.Cl.[NH2:13][C@H:14]([C:16]1[C:17](=[O:27])[NH:18][C:19]2[C:24]([CH:25]=1)=[CH:23][C:22]([Cl:26])=[CH:21][CH:20]=2)[CH3:15].C(N(CC)C(C)C)(C)C. Product: [Cl:26][C:22]1[CH:23]=[C:24]2[C:19](=[CH:20][CH:21]=1)[NH:18][C:17](=[O:27])[C:16]([C@@H:14]([NH:13][C:2]1[C:7](=[O:8])[N:6]([CH3:9])[C:5]([C:10]#[N:11])=[CH:4][CH:3]=1)[CH3:15])=[CH:25]2. The catalyst class is: 16. (2) Reactant: [CH3:1][N:2]1[C:10]2[C:5](=[CH:6][CH:7]=[CH:8][CH:9]=2)[C:4]([CH2:11][C:12]([OH:14])=O)=[CH:3]1.C1N=CN(C(N2C=NC=C2)=O)C=1.[NH2:27][C:28]1[S:29][C:30]([N+:33]([O-:35])=[O:34])=[CH:31][N:32]=1. Product: [CH3:1][N:2]1[C:10]2[C:5](=[CH:6][CH:7]=[CH:8][CH:9]=2)[C:4]([CH2:11][C:12]([NH:27][C:28]2[S:29][C:30]([N+:33]([O-:35])=[O:34])=[CH:31][N:32]=2)=[O:14])=[CH:3]1. The catalyst class is: 1. (3) Reactant: C[Si](C)(C)CCOC[N:7]1[C:11]2=[N:12][CH:13]=[C:14]([NH:16]C(=O)OC(C)(C)C)[CH:15]=[C:10]2[CH:9]=[N:8]1. Product: [NH:7]1[C:11]2=[N:12][CH:13]=[C:14]([NH2:16])[CH:15]=[C:10]2[CH:9]=[N:8]1. The catalyst class is: 89.